From a dataset of Ames mutagenicity test results for genotoxicity prediction. Regression/Classification. Given a drug SMILES string, predict its toxicity properties. Task type varies by dataset: regression for continuous values (e.g., LD50, hERG inhibition percentage) or binary classification for toxic/non-toxic outcomes (e.g., AMES mutagenicity, cardiotoxicity, hepatotoxicity). Dataset: ames. (1) The molecule is O=[N+]([O-])c1cc(-c2ccc(O)c([N+](=O)[O-])c2)ccc1O. The result is 0 (non-mutagenic). (2) The drug is O=C1NC(=O)C2CC=CCC12. The result is 0 (non-mutagenic). (3) The molecule is ClCc1ccccc1CCl. The result is 0 (non-mutagenic). (4) The molecule is C[N+]1([O-])CCCC1c1cccnc1. The result is 0 (non-mutagenic).